This data is from Catalyst prediction with 721,799 reactions and 888 catalyst types from USPTO. The task is: Predict which catalyst facilitates the given reaction. Reactant: [F:1][C:2]1[CH:7]=[CH:6][CH:5]=[C:4]([F:8])[C:3]=1[NH:9][C:10]([C:12]1[CH:16]=[CH:15][NH:14][N:13]=1)=[O:11].C(=O)([O-])[O-].[K+].[K+].[CH2:23]([O:30][C:31]1[CH:38]=[CH:37][CH:36]=[CH:35][C:32]=1[CH2:33]Br)[C:24]1[CH:29]=[CH:28][CH:27]=[CH:26][CH:25]=1. Product: [F:1][C:2]1[CH:7]=[CH:6][CH:5]=[C:4]([F:8])[C:3]=1[NH:9][C:10]([C:12]1[CH:16]=[CH:15][N:14]([CH2:33][C:32]2[CH:35]=[CH:36][CH:37]=[CH:38][C:31]=2[O:30][CH2:23][C:24]2[CH:29]=[CH:28][CH:27]=[CH:26][CH:25]=2)[N:13]=1)=[O:11]. The catalyst class is: 3.